Dataset: Reaction yield outcomes from USPTO patents with 853,638 reactions. Task: Predict the reaction yield, written as a fraction of the theoretical maximum amount of product (1.0 means a 100% yield; for example, 0.34 means a 34% yield). (1) The reactants are [CH2:1]([N:8]1[C:16]2[C:15]3=[N:17][C@H:18]([CH2:20][C:21]4[CH:26]=[CH:25][CH:24]=[CH:23][CH:22]=4)[CH2:19][N:14]3[C:13](=[O:27])[NH:12][C:11]=2[N:10]=[C:9]1[CH:28]1[CH2:32][CH2:31][CH2:30][CH2:29]1)[C:2]1[CH:7]=[CH:6][CH:5]=[CH:4][CH:3]=1.C(=O)([O-])[O-].[K+].[K+].[CH3:39][O:40][C:41](=[O:44])[CH2:42]Br. The catalyst is CN(C)C=O. The product is [CH2:1]([N:8]1[C:16]2[C:15]3=[N:17][C@H:18]([CH2:20][C:21]4[CH:26]=[CH:25][CH:24]=[CH:23][CH:22]=4)[CH2:19][N:14]3[C:13](=[O:27])[N:12]([CH2:42][C:41]([O:40][CH3:39])=[O:44])[C:11]=2[N:10]=[C:9]1[CH:28]1[CH2:32][CH2:31][CH2:30][CH2:29]1)[C:2]1[CH:3]=[CH:4][CH:5]=[CH:6][CH:7]=1. The yield is 0.690. (2) The reactants are Cl[Si](C)(C)C1[C:14]2[C:6](=[CH:7][C:8]3CCC[C:12]=3[CH:13]=2)[C:5](C2C=CC=CC=2)=[CH:4]1.[CH3:23][CH2:24]N(CC)CC.C(N)(C)(C)C. The catalyst is CCCCCC. The product is [CH2:4]=[CH:5][C:6]1[CH:14]=[CH:13][CH:12]=[CH:8][CH:7]=1.[CH2:23]=[CH2:24]. The yield is 0.887. (3) The reactants are C([NH:5][S:6]([C:9]1[CH:10]=[C:11]([C:15]2[CH:20]=[CH:19][CH:18]=[C:17]([C:21]3[N:26]=[C:25]([C:27]4[CH:32]=[CH:31][C:30]([Cl:33])=[C:29]([CH3:34])[CH:28]=4)[CH:24]=[C:23]([CH3:35])[N:22]=3)[CH:16]=2)[CH:12]=[CH:13][CH:14]=1)(=[O:8])=[O:7])(C)(C)C.C(O)(C(F)(F)F)=O. The catalyst is ClCCl. The product is [Cl:33][C:30]1[CH:31]=[CH:32][C:27]([C:25]2[CH:24]=[C:23]([CH3:35])[N:22]=[C:21]([C:17]3[CH:16]=[C:15]([C:11]4[CH:12]=[CH:13][CH:14]=[C:9]([S:6]([NH2:5])(=[O:8])=[O:7])[CH:10]=4)[CH:20]=[CH:19][CH:18]=3)[N:26]=2)=[CH:28][C:29]=1[CH3:34]. The yield is 0.650. (4) The reactants are [CH3:1][N:2]1[CH:6]=[CH:5][C:4]([C:7]([OH:9])=O)=[N:3]1.O1CCCC1.S(Cl)(Cl)=O.[NH2:19][C:20]1[CH:21]=[C:22]([CH:39]=[CH:40][C:41]=1[CH3:42])[O:23][C:24]1[CH:25]=[CH:26][C:27]2[N:28]([N:30]=[C:31]([NH:33][C:34]([CH:36]3[CH2:38][CH2:37]3)=[O:35])[N:32]=2)[CH:29]=1. The catalyst is CN(C)C=O.CN(C)C(=O)C. The product is [CH:36]1([C:34]([NH:33][C:31]2[N:32]=[C:27]3[CH:26]=[CH:25][C:24]([O:23][C:22]4[CH:39]=[CH:40][C:41]([CH3:42])=[C:20]([NH:19][C:7]([C:4]5[CH:5]=[CH:6][N:2]([CH3:1])[N:3]=5)=[O:9])[CH:21]=4)=[CH:29][N:28]3[N:30]=2)=[O:35])[CH2:37][CH2:38]1. The yield is 0.580. (5) The reactants are C1C2C(COC(=O)[NH:17][C:18]3[CH:23]=[CH:22][C:21]([S:24][C:25]4[CH:30]=[CH:29][C:28]([C:31](=[O:41])[NH:32][C:33]5[CH:34]=[N:35][C:36]([O:39][CH3:40])=[CH:37][CH:38]=5)=[CH:27][C:26]=4[NH:42][C:43]4[C:44]5[CH:52]=[CH:51][C:50]([CH:53]([CH3:55])[CH3:54])=[N:49][C:45]=5[N:46]=[CH:47][N:48]=4)=[CH:20][CH:19]=3)C3C(=CC=CC=3)C=2C=CC=1.O.[OH-].[Li+].Cl. The yield is 0.770. The catalyst is O1CCOCC1.O.C(OCC)(=O)C. The product is [NH2:17][C:18]1[CH:23]=[CH:22][C:21]([S:24][C:25]2[CH:30]=[CH:29][C:28]([C:31]([NH:32][C:33]3[CH:34]=[N:35][C:36]([O:39][CH3:40])=[CH:37][CH:38]=3)=[O:41])=[CH:27][C:26]=2[NH:42][C:43]2[C:44]3[CH:52]=[CH:51][C:50]([CH:53]([CH3:55])[CH3:54])=[N:49][C:45]=3[N:46]=[CH:47][N:48]=2)=[CH:20][CH:19]=1. (6) The reactants are [N+]([C:4]1[CH:5]=[C:6]([Br:13])[CH:7]=[CH:8][C:9]=1[N+:10]([O-:12])=[O:11])([O-])=O.[O-:14][CH2:15][CH3:16].[Na+]. The catalyst is C(O)C. The product is [N+:10]([C:9]1[CH:8]=[CH:7][C:6]([Br:13])=[CH:5][C:4]=1[O:14][CH2:15][CH3:16])([O-:12])=[O:11]. The yield is 0.640. (7) The product is [CH3:24][O:23][C:21]1[CH:20]=[CH:19][C:15]2[N:16]=[C:17]([CH3:18])[C:12]3[N:13]([C:9]([C:4]4[CH:5]=[CH:6][CH:7]=[C:2]([CH3:26])[CH:3]=4)=[N:10][C:11]=3[CH3:25])[C:14]=2[N:22]=1. The yield is 0.630. The catalyst is C1C=CC([P]([Pd]([P](C2C=CC=CC=2)(C2C=CC=CC=2)C2C=CC=CC=2)([P](C2C=CC=CC=2)(C2C=CC=CC=2)C2C=CC=CC=2)[P](C2C=CC=CC=2)(C2C=CC=CC=2)C2C=CC=CC=2)(C2C=CC=CC=2)C2C=CC=CC=2)=CC=1. The reactants are Cl[C:2]1[CH:3]=[C:4]([C:9]2[N:13]3[C:14]4[N:22]=[C:21]([O:23][CH3:24])[CH:20]=[CH:19][C:15]=4[N:16]=[C:17]([CH3:18])[C:12]3=[C:11]([CH3:25])[N:10]=2)[CH:5]=[C:6](Cl)[CH:7]=1.[CH3:26]C1C=C(B(O)O)C=CC=1.C([O-])([O-])=O.[K+].[K+]. (8) The reactants are [CH2:1]([N:3]([CH2:11][CH3:12])[C:4]1[CH:9]=[CH:8][C:7]([NH2:10])=[CH:6][CH:5]=1)[CH3:2].[ClH:13]. The catalyst is C(OCC)C. The product is [ClH:13].[ClH:13].[CH2:11]([N:3]([CH2:1][CH3:2])[C:4]1[CH:9]=[CH:8][C:7]([NH2:10])=[CH:6][CH:5]=1)[CH3:12]. The yield is 1.00. (9) The reactants are [CH3:1][CH:2]1[CH2:6][CH2:5][O:4][C:3]1=O.S(Cl)(Cl)=O.[CH2:12]([N:19]1[CH2:24][CH2:23][N:22]([NH2:25])[CH2:21][CH2:20]1)[C:13]1[CH:18]=[CH:17][CH:16]=[CH:15][CH:14]=1.[H-].[Na+]. The product is [CH2:12]([N:19]1[CH2:20][CH2:21][N:22]([N:25]2[CH2:5][CH2:6][CH:2]([CH3:1])[C:3]2=[O:4])[CH2:23][CH2:24]1)[C:13]1[CH:14]=[CH:15][CH:16]=[CH:17][CH:18]=1. The catalyst is C1COCC1.[Cl-].[Zn+2].[Cl-]. The yield is 0.370. (10) The reactants are [NH2:1][C:2]1[C:3]([CH3:12])=[C:4]([CH:9]=[CH:10][CH:11]=1)[C:5]([O:7][CH3:8])=[O:6].[C:13]1(=O)[CH2:17][CH2:16][CH2:15][CH2:14]1.C(O)(=O)C.C([BH3-])#N.[Na+]. The catalyst is CO. The product is [CH:13]1([NH:1][C:2]2[C:3]([CH3:12])=[C:4]([CH:9]=[CH:10][CH:11]=2)[C:5]([O:7][CH3:8])=[O:6])[CH2:17][CH2:16][CH2:15][CH2:14]1. The yield is 0.780.